From a dataset of Full USPTO retrosynthesis dataset with 1.9M reactions from patents (1976-2016). Predict the reactants needed to synthesize the given product. (1) Given the product [CH3:24][C:18]1[CH:19]=[C:20]([CH3:23])[CH:21]=[CH:22][C:17]=1[N:14]1[CH2:13][CH2:12][N:11]([C:9]([C:5]2[C:6]([CH3:8])=[N:7][C:2]([N:1]3[CH2:33][CH2:34][CH2:35][S:36]3(=[O:38])=[O:37])=[CH:3][CH:4]=2)=[O:10])[CH2:16][CH2:15]1, predict the reactants needed to synthesize it. The reactants are: [NH2:1][C:2]1[N:7]=[C:6]([CH3:8])[C:5]([C:9]([N:11]2[CH2:16][CH2:15][N:14]([C:17]3[CH:22]=[CH:21][C:20]([CH3:23])=[CH:19][C:18]=3[CH3:24])[CH2:13][CH2:12]2)=[O:10])=[CH:4][CH:3]=1.C(N(CC)CC)C.Cl[CH2:33][CH2:34][CH2:35][S:36](Cl)(=[O:38])=[O:37].O. (2) Given the product [CH:1]1([C:4]2[N:5]=[C:6]([CH:10]=[O:11])[CH:7]=[CH:8][CH:9]=2)[CH2:3][CH2:2]1, predict the reactants needed to synthesize it. The reactants are: [CH:1]1([C:4]2[CH:9]=[CH:8][CH:7]=[C:6]([CH:10]3OCC[O:11]3)[N:5]=2)[CH2:3][CH2:2]1. (3) Given the product [O:1]1[C:5]2[CH:6]=[CH:7][C:8]([C:10]3([C:13]([NH:15][C:16]4[CH:17]=[C:18]5[C:22](=[CH:23][CH:24]=4)[N:21]([CH2:31][CH:33]([OH:35])[CH2:34][NH:37][CH3:36])[C:20]([C:25]([CH3:28])([CH3:27])[CH3:26])=[CH:19]5)=[O:14])[CH2:12][CH2:11]3)=[CH:9][C:4]=2[O:3][CH2:2]1, predict the reactants needed to synthesize it. The reactants are: [O:1]1[C:5]2[CH:6]=[CH:7][C:8]([C:10]3([C:13]([NH:15][C:16]4[CH:17]=[C:18]5[C:22](=[CH:23][CH:24]=4)[NH:21][C:20]([C:25]([CH3:28])([CH3:27])[CH3:26])=[CH:19]5)=[O:14])[CH2:12][CH2:11]3)=[CH:9][C:4]=2[O:3][CH2:2]1.[H-].[Na+].[CH2:31]([CH:33]1[O:35][CH2:34]1)Cl.[CH3:36][NH2:37]. (4) Given the product [C:1]([O:5][C:6](=[O:35])[NH:7][C:8]1([CH2:16][CH2:17][C:18]2[CH:23]=[CH:22][C:21]([OH:24])=[C:20]([CH:32]([F:34])[F:33])[CH:19]=2)[CH2:13][O:12][C:11]([CH3:15])([CH3:14])[O:10][CH2:9]1)([CH3:2])([CH3:3])[CH3:4], predict the reactants needed to synthesize it. The reactants are: [C:1]([O:5][C:6](=[O:35])[NH:7][C:8]1([C:16]#[C:17][C:18]2[CH:23]=[CH:22][C:21]([O:24]CC3C=CC=CC=3)=[C:20]([CH:32]([F:34])[F:33])[CH:19]=2)[CH2:13][O:12][C:11]([CH3:15])([CH3:14])[O:10][CH2:9]1)([CH3:4])([CH3:3])[CH3:2]. (5) Given the product [OH:8][C:4]([C:13]([F:14])([F:15])[F:16])([CH2:5][C:6]#[CH:7])[CH2:3][C:2]([C:18]1[CH:26]=[CH:25][CH:24]=[CH:23][C:19]=1[C:20]([NH2:22])=[O:21])([CH3:1])[CH3:17], predict the reactants needed to synthesize it. The reactants are: [CH3:1][C:2]([C:18]1[CH:26]=[CH:25][CH:24]=[CH:23][C:19]=1[C:20]([NH2:22])=[O:21])([CH3:17])[CH2:3][C:4]([C:13]([F:16])([F:15])[F:14])([O:8][Si](C)(C)C)[CH2:5][C:6]#[CH:7].CCCC[N+](CCCC)(CCCC)CCCC.[F-]. (6) Given the product [CH:1]1([C:4]2[CH:9]=[CH:8][C:7]([C@@H:10]3[CH2:12][C@H:11]3[NH:13][CH2:14][CH:16]3[CH2:21][CH2:20][N:19]([CH2:22][C:23]4[CH:24]=[CH:25][C:26]([C:27]([O:29][CH3:30])=[O:28])=[CH:31][CH:32]=4)[CH2:18][CH2:17]3)=[CH:6][CH:5]=2)[CH2:3][CH2:2]1, predict the reactants needed to synthesize it. The reactants are: [CH:1]1([C:4]2[CH:9]=[CH:8][C:7]([C@@H:10]3[CH2:12][C@H:11]3[NH2:13])=[CH:6][CH:5]=2)[CH2:3][CH2:2]1.[CH:14]([CH:16]1[CH2:21][CH2:20][N:19]([CH2:22][C:23]2[CH:32]=[CH:31][C:26]([C:27]([O:29][CH3:30])=[O:28])=[CH:25][CH:24]=2)[CH2:18][CH2:17]1)=O.C(O)(=O)C.C([BH3-])#N.[Na+].